Dataset: Catalyst prediction with 721,799 reactions and 888 catalyst types from USPTO. Task: Predict which catalyst facilitates the given reaction. (1) Product: [CH3:36][S:33]([O:32][CH2:31][CH2:30][N:8]([CH2:7][CH2:6][O:5][S:2]([CH3:1])(=[O:4])=[O:3])[C:9]1[C:10]([S:25]([CH2:28][CH3:29])(=[O:26])=[O:27])=[CH:11][C:12]([N+:22]([O-:24])=[O:23])=[C:13]([CH:21]=1)[C:14]([OH:16])=[O:15])(=[O:35])=[O:34]. The catalyst class is: 2. Reactant: [CH3:1][S:2]([O:5][CH2:6][CH2:7][N:8]([CH2:30][CH2:31][O:32][S:33]([CH3:36])(=[O:35])=[O:34])[C:9]1[C:10]([S:25]([CH2:28][CH3:29])(=[O:27])=[O:26])=[CH:11][C:12]([N+:22]([O-:24])=[O:23])=[C:13]([CH:21]=1)[C:14]([O:16]C(C)(C)C)=[O:15])(=[O:4])=[O:3].C(O)(C(F)(F)F)=O. (2) Reactant: [C:1]([C:3]1[CH:8]=[CH:7][C:6]([F:9])=[CH:5][N:4]=1)#[N:2].C(Cl)CCl.C1C=CC2N([OH:23])N=NC=2C=1.N1[CH2:29][CH2:28][O:27][CH2:26][CH2:25]1.C(N(CC)CC)C. Product: [F:9][C:6]1[CH:7]=[CH:8][C:3]([C:1]([N:2]2[CH2:29][CH2:28][O:27][CH2:26][CH2:25]2)=[O:23])=[N:4][CH:5]=1. The catalyst class is: 33. (3) Reactant: Cl[C:2]1[CH:11]=[C:10]2[C:5]([CH:6]=[CH:7][C:8]([C:12]3[CH:17]=[C:16]([CH3:18])[CH:15]=[C:14]([CH3:19])[CH:13]=3)=[N:9]2)=[CH:4][CH:3]=1.[CH:20]([C:23]1[CH:28]=[CH:27][C:26](B(O)O)=[CH:25][CH:24]=1)([CH3:22])[CH3:21].C1(P(C2CCCCC2)C2C=CC=CC=2C2C(OC)=CC=CC=2OC)CCCCC1.[O-]P([O-])([O-])=O.[K+].[K+].[K+]. Product: [CH3:19][C:14]1[CH:13]=[C:12]([C:8]2[CH:7]=[CH:6][C:5]3[C:10](=[CH:11][C:2]([C:26]4[CH:27]=[CH:28][C:23]([CH:20]([CH3:22])[CH3:21])=[CH:24][CH:25]=4)=[CH:3][CH:4]=3)[N:9]=2)[CH:17]=[C:16]([CH3:18])[CH:15]=1. The catalyst class is: 882. (4) Reactant: [C:1]1(=[O:17])[N:5]([CH2:6][CH2:7][S:8](Cl)(=[O:10])=[O:9])[C:4](=[O:12])[C:3]2=[CH:13][CH:14]=[CH:15][CH:16]=[C:2]12.[NH3:18]. Product: [C:1]1(=[O:17])[N:5]([CH2:6][CH2:7][S:8]([NH2:18])(=[O:10])=[O:9])[C:4](=[O:12])[C:3]2=[CH:13][CH:14]=[CH:15][CH:16]=[C:2]12. The catalyst class is: 38. (5) Reactant: [F:1][C:2]([F:24])([F:23])[C:3]1[CH:4]=[C:5]([CH:16]=[C:17]([C:19]([F:22])([F:21])[F:20])[CH:18]=1)[C:6]([N:8]1[CH2:14][CH2:13][C:12](=[O:15])[NH:11][CH2:10][CH2:9]1)=[O:7].[Cl:25][C:26]1[CH:31]=[CH:30][C:29](I)=[CH:28][CH:27]=1.C(=O)([O-])[O-].[Cs+].[Cs+].CN(C)CCN. Product: [F:24][C:2]([F:1])([F:23])[C:3]1[CH:4]=[C:5]([CH:16]=[C:17]([C:19]([F:20])([F:21])[F:22])[CH:18]=1)[C:6]([N:8]1[CH2:14][CH2:13][C:12](=[O:15])[N:11]([C:29]2[CH:30]=[CH:31][C:26]([Cl:25])=[CH:27][CH:28]=2)[CH2:10][CH2:9]1)=[O:7]. The catalyst class is: 185. (6) Reactant: CS([C:5]1[CH:10]=[CH:9][C:8]([S:11]([CH3:14])(=[O:13])=[O:12])=[CH:7][N:6]=1)(=O)=O.[NH2:15][NH2:16].[ClH:17]. Product: [ClH:17].[NH:15]([C:5]1[CH:10]=[CH:9][C:8]([S:11]([CH3:14])(=[O:13])=[O:12])=[CH:7][N:6]=1)[NH2:16]. The catalyst class is: 8. (7) Reactant: [C:1]([C:3]1[CH:8]=[CH:7][C:6]([S:9]([NH:12][CH2:13][CH:14]([C:35]2[CH:40]=[CH:39][CH:38]=[CH:37][CH:36]=2)[CH2:15][CH2:16][N:17]2[C@H:22]3[CH2:23][CH2:24][C@@H:18]2[CH2:19][CH:20]([N:25]2[C:29]4[CH:30]=[CH:31][CH:32]=[CH:33][C:28]=4[N:27]=[C:26]2[CH3:34])[CH2:21]3)(=[O:11])=[O:10])=[CH:5][CH:4]=1)#[N:2].[OH-].[Na+].C([O-])([O-])=[O:44].[K+].[K+]. The catalyst class is: 107. Product: [CH3:34][C:26]1[N:25]([CH:20]2[CH2:21][C@H:22]3[N:17]([CH2:16][CH2:15][CH:14]([C:35]4[CH:36]=[CH:37][CH:38]=[CH:39][CH:40]=4)[CH2:13][NH:12][S:9]([C:6]4[CH:7]=[CH:8][C:3]([C:1]([NH2:2])=[O:44])=[CH:4][CH:5]=4)(=[O:10])=[O:11])[C@H:18]([CH2:24][CH2:23]3)[CH2:19]2)[C:29]2[CH:30]=[CH:31][CH:32]=[CH:33][C:28]=2[N:27]=1.